Dataset: Forward reaction prediction with 1.9M reactions from USPTO patents (1976-2016). Task: Predict the product of the given reaction. (1) Given the reactants [F:1][C:2]1[CH:8]=[C:7]([O:9][C:10]2[C:11]3[N:18]([CH3:19])[CH:17]=[CH:16][C:12]=3[N:13]=[CH:14][N:15]=2)[CH:6]=[CH:5][C:3]=1[NH2:4].C(N(CC)CC)C.ClC(Cl)(O[C:31](=[O:37])OC(Cl)(Cl)Cl)Cl.[NH2:39][C:40]1[CH:45]=[C:44]([C:46]([F:49])([F:48])[F:47])[CH:43]=[CH:42][N:41]=1, predict the reaction product. The product is: [F:1][C:2]1[CH:8]=[C:7]([O:9][C:10]2[C:11]3[N:18]([CH3:19])[CH:17]=[CH:16][C:12]=3[N:13]=[CH:14][N:15]=2)[CH:6]=[CH:5][C:3]=1[NH:4][C:31]([NH:39][C:40]1[CH:45]=[C:44]([C:46]([F:48])([F:47])[F:49])[CH:43]=[CH:42][N:41]=1)=[O:37]. (2) The product is: [Cl:8][C:6]1[CH:7]=[C:2]([NH:20][CH3:19])[N:3]=[C:4]([S:9][CH2:10][C:11]2[CH:16]=[CH:15][C:14]([O:17][CH3:18])=[CH:13][CH:12]=2)[N:5]=1. Given the reactants Cl[C:2]1[CH:7]=[C:6]([Cl:8])[N:5]=[C:4]([S:9][CH2:10][C:11]2[CH:16]=[CH:15][C:14]([O:17][CH3:18])=[CH:13][CH:12]=2)[N:3]=1.[CH3:19][NH2:20].CO, predict the reaction product. (3) Given the reactants [CH3:1][N:2]1[C:6]2=[N:7][CH:8]=[C:9]([N+:12]([O-:14])=[O:13])[C:10]([CH3:11])=[C:5]2[C:4](B2OC(C)(C)C(C)(C)O2)=[CH:3]1.FC(F)(F)S(O[C:30]1[CH2:37][C:34]2([CH2:36][CH2:35]2)[N:33]([C:38]([O:40][C:41]([CH3:44])([CH3:43])[CH3:42])=[O:39])[CH2:32][CH:31]=1)(=O)=O.[O-]P([O-])([O-])=O.[K+].[K+].[K+].O.C([O-])(O)=O.[Na+], predict the reaction product. The product is: [CH3:1][N:2]1[C:6]2=[N:7][CH:8]=[C:9]([N+:12]([O-:14])=[O:13])[C:10]([CH3:11])=[C:5]2[C:4]([C:30]2[CH2:37][C:34]3([CH2:35][CH2:36]3)[N:33]([C:38]([O:40][C:41]([CH3:44])([CH3:43])[CH3:42])=[O:39])[CH2:32][CH:31]=2)=[CH:3]1.